This data is from Reaction yield outcomes from USPTO patents with 853,638 reactions. The task is: Predict the reaction yield, written as a fraction of the theoretical maximum amount of product (1.0 means a 100% yield; for example, 0.34 means a 34% yield). The reactants are [H-].[Na+].[NH2:3][C:4]1[O:8][N:7]=[C:6]([CH3:9])[C:5]=1[Cl:10].[C:11]1([C:21]2[CH:26]=[CH:25][CH:24]=[CH:23][CH:22]=2)[CH:16]=[CH:15][C:14]([S:17](Cl)(=[O:19])=[O:18])=[CH:13][CH:12]=1.CO. The catalyst is C1COCC1.O. The product is [Cl:10][C:5]1[C:6]([CH3:9])=[N:7][O:8][C:4]=1[NH:3][S:17]([C:14]1[CH:13]=[CH:12][C:11]([C:21]2[CH:26]=[CH:25][CH:24]=[CH:23][CH:22]=2)=[CH:16][CH:15]=1)(=[O:19])=[O:18]. The yield is 0.830.